From a dataset of Reaction yield outcomes from USPTO patents with 853,638 reactions. Predict the reaction yield, written as a fraction of the theoretical maximum amount of product (1.0 means a 100% yield; for example, 0.34 means a 34% yield). The yield is 0.710. The catalyst is Cl[Pd](Cl)([P](C1C=CC=CC=1)(C1C=CC=CC=1)C1C=CC=CC=1)[P](C1C=CC=CC=1)(C1C=CC=CC=1)C1C=CC=CC=1.O.C(O)C. The product is [Cl:18][C:6]1[N:7]=[C:8]([N:12]2[CH2:17][CH2:16][O:15][CH2:14][CH2:13]2)[C:9]2[N:10]=[CH:11][C:2]([C:25]3[CH:26]=[CH:27][C:22]([C:19]([OH:21])=[O:20])=[CH:23][CH:24]=3)=[CH:3][C:4]=2[N:5]=1. The reactants are Br[C:2]1[CH:11]=[N:10][C:9]2[C:8]([N:12]3[CH2:17][CH2:16][O:15][CH2:14][CH2:13]3)=[N:7][C:6]([Cl:18])=[N:5][C:4]=2[CH:3]=1.[C:19]([C:22]1[CH:27]=[CH:26][C:25](B(O)O)=[CH:24][CH:23]=1)([OH:21])=[O:20].C(=O)([O-])[O-].[Na+].[Na+].Cl.